Dataset: Forward reaction prediction with 1.9M reactions from USPTO patents (1976-2016). Task: Predict the product of the given reaction. (1) Given the reactants [CH3:1][C:2]1[CH:7]=[C:6]([C:8]2[C:9](=[O:34])[NH:10][C:11](=[O:33])[N:12]([CH2:14][CH2:15][CH2:16][N:17]3[CH2:22][C@H:21]4[C@:19]([C:23]5[CH:28]=[CH:27][C:26]([C:29]([F:32])([F:31])[F:30])=[CH:25][CH:24]=5)([CH2:20]4)[CH2:18]3)[CH:13]=2)[CH:5]=[CH:4][N:3]=1.[ClH:35].O1CCOCC1, predict the reaction product. The product is: [ClH:35].[CH3:1][C:2]1[CH:7]=[C:6]([C:8]2[C:9](=[O:34])[NH:10][C:11](=[O:33])[N:12]([CH2:14][CH2:15][CH2:16][N:17]3[CH2:22][C@H:21]4[C@:19]([C:23]5[CH:24]=[CH:25][C:26]([C:29]([F:32])([F:31])[F:30])=[CH:27][CH:28]=5)([CH2:20]4)[CH2:18]3)[CH:13]=2)[CH:5]=[CH:4][N:3]=1. (2) Given the reactants Br[CH2:2][C:3]([C:5]1[CH:10]=[CH:9][CH:8]=[CH:7][C:6]=1[Cl:11])=O.[S-:12][C:13]#[N:14].[Na+].[CH:16]1([CH2:19][NH2:20])[CH2:18][CH2:17]1, predict the reaction product. The product is: [Cl:11][C:6]1[CH:7]=[CH:8][CH:9]=[CH:10][C:5]=1[C:3]1[N:14]=[C:13]([NH:20][CH2:19][CH:16]2[CH2:18][CH2:17]2)[S:12][CH:2]=1.